This data is from NCI-60 drug combinations with 297,098 pairs across 59 cell lines. The task is: Regression. Given two drug SMILES strings and cell line genomic features, predict the synergy score measuring deviation from expected non-interaction effect. (1) Drug 1: CC1=C2C(C(=O)C3(C(CC4C(C3C(C(C2(C)C)(CC1OC(=O)C(C(C5=CC=CC=C5)NC(=O)OC(C)(C)C)O)O)OC(=O)C6=CC=CC=C6)(CO4)OC(=O)C)OC)C)OC. Drug 2: CCC1(C2=C(COC1=O)C(=O)N3CC4=CC5=C(C=CC(=C5CN(C)C)O)N=C4C3=C2)O.Cl. Cell line: SW-620. Synergy scores: CSS=57.3, Synergy_ZIP=-2.57, Synergy_Bliss=-2.12, Synergy_Loewe=-2.10, Synergy_HSA=2.59. (2) Drug 1: CC(C1=C(C=CC(=C1Cl)F)Cl)OC2=C(N=CC(=C2)C3=CN(N=C3)C4CCNCC4)N. Drug 2: CC1C(C(CC(O1)OC2CC(CC3=C2C(=C4C(=C3O)C(=O)C5=CC=CC=C5C4=O)O)(C(=O)C)O)N)O. Cell line: NCI-H322M. Synergy scores: CSS=36.5, Synergy_ZIP=-3.01, Synergy_Bliss=-0.158, Synergy_Loewe=-14.4, Synergy_HSA=-1.94. (3) Drug 1: C1C(C(OC1N2C=C(C(=O)NC2=O)F)CO)O. Drug 2: B(C(CC(C)C)NC(=O)C(CC1=CC=CC=C1)NC(=O)C2=NC=CN=C2)(O)O. Cell line: SW-620. Synergy scores: CSS=48.7, Synergy_ZIP=1.12, Synergy_Bliss=1.90, Synergy_Loewe=-3.42, Synergy_HSA=5.20.